This data is from Experimentally validated miRNA-target interactions with 360,000+ pairs, plus equal number of negative samples. The task is: Binary Classification. Given a miRNA mature sequence and a target amino acid sequence, predict their likelihood of interaction. (1) Result: 0 (no interaction). The protein sequence of the target gene is MGSRASTLLRDEELEEIKKETGFSHSQITRLYSRFTSLDKGENGTLSREDFQRIPELAINPLGDRIINAFFPEGEDQVNFRGFMRTLAHFRPIEDNEKSKDVNGPEPLNSRSNKLHFAFRLYDLDKDEKISRDELLQVLRMMVGVNISDEQLGSIADRTIQEADQDGDSAISFTEFVKVLEKVDVEQKMSIRFLH. The miRNA is gga-miR-1764-3p with sequence AGCUGCUUGUUGGCUGGGGAG. (2) The miRNA is mmu-miR-495-3p with sequence AAACAAACAUGGUGCACUUCUU. The protein sequence of the target gene is MAPKRQSAILPQPKKPRPAAAPKLEDKSASPGLPKGEKEQQEAIEHIDEVQNEIDRLNEQASEEILKVEQKYNKLRQPFFQKRSELIAKIPNFWVTTFVNHPQVSALLGEEDEEALHYLTRVEVTEFEDIKSGYRIDFYFDENPYFENKVLSKEFHLNESGDPSSKSTEIKWKSGKDLTKRSSQTQNKASRKRQHEEPESFFTWFTDHSDAGADELGEVIKDDIWPNPLQYYLVPDMDDEEGEAEDDDDDDEEEEGLEDIDEEGDEDEGEEDDDEDEGEEGEEDEGEDD. Result: 1 (interaction).